Dataset: Experimentally validated miRNA-target interactions with 360,000+ pairs, plus equal number of negative samples. Task: Binary Classification. Given a miRNA mature sequence and a target amino acid sequence, predict their likelihood of interaction. (1) The miRNA is hsa-miR-15a-5p with sequence UAGCAGCACAUAAUGGUUUGUG. The protein sequence of the target gene is MAVAPLRGALLLWQLLAAGGAALEIGRFDPERGRGAAPCQAVEIPMCRGIGYNLTRMPNLLGHTSQGEAAAELAEFAPLVQYGCHSHLRFFLCSLYAPMCTDQVSTPIPACRPMCEQARLRCAPIMEQFNFGWPDSLDCARLPTRNDPHALCMEAPENATAGPAEPHKGLGMLPVAPRPARPPGDLGPGAGGSGTCENPEKFQYVEKSRSCAPRCGPGVEVFWSRRDKDFALVWMAVWSALCFFSTAFTVLTFLLEPHRFQYPERPIIFLSMCYNVYSLAFLIRAVAGAQSVACDQEAGA.... Result: 1 (interaction). (2) The miRNA is hsa-miR-4440 with sequence UGUCGUGGGGCUUGCUGGCUUG. The protein sequence of the target gene is MAQPGSGCKATTRCLEGTAPPAMAQSDAEALAGALDKDEGRASPCTPSTPSVCSPPSAASSVPSAGKNICSSCGLEILDRYLLKVNNLIWHVRCLECSVCRTSLRQQNSCYIKNKEIYCKMDYFSRFGTKCARCGRQIYASDWVRRARGNAYHLACFACFSCKRQLSTGEEFGLVEEKVLCRIHYDTMIENLKRAAENGNGLTLEGAVPSEQDSQPKPAKRARTSFTAEQLQVMQAQFAQDNNPDAQTLQKLADMTGLSRRVIQVWFQNCRARHKKHTPQHPVPPSGAPPTRLPSALSDD.... Result: 0 (no interaction). (3) The miRNA is hsa-miR-4498 with sequence UGGGCUGGCAGGGCAAGUGCUG. The protein sequence of the target gene is MCKMAIIPDWLRSHPHTRKFTHSRPHSSPCRVYSRNGSPNKFRSSSTTAVANPTLSSLDVKRILFQKITDRGDELQKAFQLLDTGQNLTVSKSELRRIITDFLMPLTREQFQDVLAQIPLSTSGTVPYLAFLSRFGGIDLYINGIKRGGGNEMNCCRTLRELEIQVGEKVFKNIKTVMKAFELIDVNKTGLVRPQELRRVLETFCMKLRDEEYEKFSKHYNIHKDTAVDYNVFLKNLSINNDLNLRYCMGNQEVSLENQQAKNSKKERLLGSASSEDIWRNYSLDEIERNFCLQLSKSYE.... Result: 0 (no interaction). (4) The protein sequence of the target gene is MANIAVQRIKREFKEVLKSEETSKNQIKVDLVDENFTELRGEIAGPPDTPYEGGRYQLEIKIPETYPFNPPKVRFITKIWHPNISSVTGAICLDILKDQWAAAMTLRTVLLSLQALLAAAEPDDPQDAVVANQYKQNPEMFKQTARLWAHVYAGAPVSSPEYTKKIENLCAMGFDRNAVIVALSSKSWDVETATELLLSN. The miRNA is hsa-miR-3679-3p with sequence CUUCCCCCCAGUAAUCUUCAUC. Result: 1 (interaction). (5) The miRNA is hsa-miR-101-3p with sequence UACAGUACUGUGAUAACUGAA. The protein sequence of the target gene is MSGQPPPPPPQQQQQQQQLSPPPPAALAPVSGVVLPAPPAVSAGSSPAGSPGGGAGGEGLGAAAAALLLHPPPPPPPATAAPPPPPPPPPPPASAAAPASGPPAPPGLAAGPGPAGGAPTPALVAGSSAAAPFPHGDSALNEQEKELQRRLKRLYPAVDEQETPLPRSWSPKDKFSYIGLSQNNLRVHYKGHGKTPKDAASVRATHPIPAACGIYYFEVKIVSKGRDGYMGIGLSAQGVNMNRLPGWDKHSYGYHGDDGHSFCSSGTGQPYGPTFTTGDVIGCCVNLINNTCFYTKNGHS.... Result: 1 (interaction). (6) The protein sequence of the target gene is MDEGSEVSTDGNSLIKAVHQSRLRLTRLLLEGGAYINESNDRGETPLMIACKTKHVDQQSVGRAKMVKYLLENSADPNIQDKSGKSALMHACLERAGPEVVSLLLKSGADLSLQDHSGYSALVYAINAEDRDTLKVLLSACQAKGKEVIIITTAKSPSGRHTTQHHLNMPPADMDGSHPPATPSEIDIKTASLPLSYSSETDLTLFGFKDKELCGGSDNTWDPDSPPRKPVIATNGPKLSQAPAWIKSTPSLKHQARVASLQEELQDITPEEEIAYKTNALALSKRFITRHQSIDVKDTA.... Result: 0 (no interaction). The miRNA is hsa-miR-3197 with sequence GGAGGCGCAGGCUCGGAAAGGCG. (7) The miRNA is hsa-miR-1827 with sequence UGAGGCAGUAGAUUGAAU. The protein sequence of the target gene is MSQVMSSPLLAGGHAVSLAPCDEPRRTLHPAPSPSLPPQCSYYTTEGWGAQALMAPVPCMGPPGRLQQAPQVEAKATCFLPSPGEKALGTPEDLDSYIDFSLESLNQMILELDPTFQLLPPGTGGSQAELAQSTMSMRKKEESEALDIKYIEVTSARSRCHDGPQHCSSPSVTPPFGSLRSGGLLLSRDVPRETRSSSESLIFSGNQGRGHQRPLPPSEGLSPRPPNSPSISIPCMGSKASSPHGLGSPLVASPRLEKRLGGLAPQRGSRISVLSASPVSDVSYMFGSSQSLLHSSNSSH.... Result: 1 (interaction). (8) The miRNA is hsa-miR-4659b-3p with sequence UUUCUUCUUAGACAUGGCAGCU. The protein sequence of the target gene is MSGRGKQGGKARAKAKTRSSRAGLQFPVGRVHRLLRKGNYSERVGAGAPVYLAAVLEYLTAEILELAGNAARDNKKTRIIPRHLQLAIRNDEELNKLLGKVTIAQGGVLPNIQAVLLPKKTESHHKAKGK. Result: 0 (no interaction). (9) The miRNA is hsa-miR-4787-3p with sequence GAUGCGCCGCCCACUGCCCCGCGC. The protein sequence of the target gene is MSAATQSPMMQMASGNGASDRDPLPPGWEIKIDPQTGWPFFVDHNSRTTTWNDPRVPPEGPKDTASSANGPSRDGSRLLPIREGHPIYPQLRPGYIPIPVLHEGSENRQPHLFHAYSQPGVQRFRTEAAAATPQRSQSPLRGGMTEAAQTDKQCGQMPATATTAAAQPPTAHGPERSQSPAASDCSSSSSSASLPSSGRSSLGSHQLPRGYIPIPVIHEQNITRPAAQPSFHQAQKTHYPAQQGEYQPQQPVYHKIQGDDWEPRPLRAASPFRSPVRGASSREGSPARSGTPVHCPSPIR.... Result: 0 (no interaction).